From a dataset of Full USPTO retrosynthesis dataset with 1.9M reactions from patents (1976-2016). Predict the reactants needed to synthesize the given product. (1) Given the product [CH2:1]([O:8][N:9]1[C:14]2[N:15]=[CH:16][N:17]=[C:18]([CH3:19])[C:13]=2[C:12]([NH:50][CH2:49][C:45]2[NH:44][CH:48]=[CH:47][N:46]=2)=[CH:11][C:10]1=[O:26])[C:2]1[CH:3]=[CH:4][CH:5]=[CH:6][CH:7]=1, predict the reactants needed to synthesize it. The reactants are: [CH2:1]([O:8][N:9]1[C:14]2[N:15]=[CH:16][N:17]=[C:18]([CH3:19])[C:13]=2[C:12](O)=[C:11](C(OCC)=O)[C:10]1=[O:26])[C:2]1[CH:7]=[CH:6][CH:5]=[CH:4][CH:3]=1.FC(F)(F)S(OS(C(F)(F)F)(=O)=O)(=O)=O.Cl.Cl.[NH:44]1[CH:48]=[CH:47][N:46]=[C:45]1[CH2:49][NH2:50].[OH-].[Na+].Cl. (2) Given the product [CH3:15][C:2]1([CH3:1])[CH:3]2[CH2:9][C:10](=[O:11])[O:12][CH:4]2[CH2:5][CH2:6][CH2:7]1, predict the reactants needed to synthesize it. The reactants are: [CH3:1][C:2]1([CH3:15])[CH2:7][CH2:6][CH2:5][C:4](=O)[CH:3]1[CH2:9][C:10]([O:12]CC)=[O:11].[BH4-].[Na+]. (3) Given the product [C:6]([C:5]1[CH:8]=[CH:9][C:10]([C:11]2[CH:16]=[CH:15][N:14]=[C:13]([CH3:17])[CH:12]=2)=[C:3]([O:2][CH3:1])[CH:4]=1)#[CH:18], predict the reactants needed to synthesize it. The reactants are: [CH3:1][O:2][C:3]1[CH:4]=[C:5]([CH:8]=[CH:9][C:10]=1[C:11]1[CH:16]=[CH:15][N:14]=[C:13]([CH3:17])[CH:12]=1)[CH:6]=O.[C:18](=O)([O-])[O-].[K+].[K+].[N+](=C(P(=O)(OCC)OCC)C(=O)C)=[N-]. (4) Given the product [NH2:26][C:29]1[CH:30]=[CH:31][C:32]([C:35]2[S:39][C:38]([CH:40]3[CH2:41][CH2:42][N:43]([CH:46]([CH3:54])[C:47]([O:49][C:50]([CH3:53])([CH3:52])[CH3:51])=[O:48])[CH2:44][CH2:45]3)=[N:37][CH:36]=2)=[CH:33][CH:34]=1, predict the reactants needed to synthesize it. The reactants are: CC1OC(CC2CCC(C3SC(C4C=CC(N)=CC=4)=CN=3)CC2)=NN=1.[N+:26]([C:29]1[CH:34]=[CH:33][C:32]([C:35]2[S:39][C:38]([CH:40]3[CH2:45][CH2:44][N:43]([CH:46]([CH3:54])[C:47]([O:49][C:50]([CH3:53])([CH3:52])[CH3:51])=[O:48])[CH2:42][CH2:41]3)=[N:37][CH:36]=2)=[CH:31][CH:30]=1)([O-])=O. (5) Given the product [Cl:1][C:2]1[CH:10]=[CH:9][C:5]([C:6]([NH:37][O:38][CH3:39])=[O:8])=[C:4]([NH:11][C:12]2[C:17]([Cl:18])=[CH:16][N:15]=[C:14]([NH:19][C:20]3[N:24]([CH:25]([CH3:27])[CH3:26])[N:23]=[C:22]([CH3:28])[CH:21]=3)[CH:13]=2)[CH:3]=1, predict the reactants needed to synthesize it. The reactants are: [Cl:1][C:2]1[CH:10]=[CH:9][C:5]([C:6]([OH:8])=O)=[C:4]([NH:11][C:12]2[C:17]([Cl:18])=[CH:16][N:15]=[C:14]([NH:19][C:20]3[N:24]([CH:25]([CH3:27])[CH3:26])[N:23]=[C:22]([CH3:28])[CH:21]=3)[CH:13]=2)[CH:3]=1.C1C=CC2[N:37]([OH:38])N=NC=2C=1.[CH2:39](Cl)CCl.CCN(C(C)C)C(C)C.